This data is from Forward reaction prediction with 1.9M reactions from USPTO patents (1976-2016). The task is: Predict the product of the given reaction. (1) Given the reactants [O:1]1[C:6]2[CH:7]=[CH:8][C:9]([C:11]3[N:16]4[N:17]=[C:18]([NH2:20])[N:19]=[C:15]4[CH:14]=[CH:13][CH:12]=3)=[CH:10][C:5]=2[O:4][CH2:3][CH2:2]1.C(N(CC)CC)C.[C:28](Cl)(=[O:31])[CH:29]=[CH2:30], predict the reaction product. The product is: [O:1]1[C:6]2[CH:7]=[CH:8][C:9]([C:11]3[N:16]4[N:17]=[C:18]([NH:20][C:28](=[O:31])[CH:29]=[CH2:30])[N:19]=[C:15]4[CH:14]=[CH:13][CH:12]=3)=[CH:10][C:5]=2[O:4][CH2:3][CH2:2]1. (2) Given the reactants Cl[C:2]1[C:3]([N+:10]([O-:12])=[O:11])=[C:4]([CH:7]=[CH:8][CH:9]=1)[C:5]#[N:6].[NH2:13][C:14]1[CH:19]=[CH:18][C:17]([CH2:20][CH2:21][OH:22])=[CH:16][CH:15]=1, predict the reaction product. The product is: [C:5]([C:4]1[C:3]([N+:10]([O-:12])=[O:11])=[C:2]([CH:9]=[CH:8][CH:7]=1)[NH:13][C:14]1[CH:19]=[CH:18][C:17]([CH2:20][CH2:21][OH:22])=[CH:16][CH:15]=1)#[N:6]. (3) Given the reactants [Br:1][C:2]1[CH:11]=[C:10]2[C:5]([C:6](Cl)=[C:7]([C:12]([NH2:14])=[O:13])[CH:8]=[N:9]2)=[CH:4][CH:3]=1.[NH2:16][C:17]1[CH:18]=[C:19]([CH:23]=[CH:24][C:25]=1[O:26][CH3:27])[C:20]([OH:22])=[O:21], predict the reaction product. The product is: [NH2:14][C:12]([C:7]1[CH:8]=[N:9][C:10]2[C:5]([C:6]=1[NH:16][C:17]1[CH:18]=[C:19]([CH:23]=[CH:24][C:25]=1[O:26][CH3:27])[C:20]([OH:22])=[O:21])=[CH:4][CH:3]=[C:2]([Br:1])[CH:11]=2)=[O:13].